This data is from Full USPTO retrosynthesis dataset with 1.9M reactions from patents (1976-2016). The task is: Predict the reactants needed to synthesize the given product. Given the product [Cl:11][C:10]1[C:2]2[N:1]=[C:18]([C:15]3[CH:16]=[CH:17][N:12]=[CH:13][CH:14]=3)[NH:6][C:4](=[O:5])[C:3]=2[CH:7]=[CH:8][N:9]=1, predict the reactants needed to synthesize it. The reactants are: [NH2:1][C:2]1[C:10]([Cl:11])=[N:9][CH:8]=[CH:7][C:3]=1[C:4]([NH2:6])=[O:5].[N:12]1[CH:17]=[CH:16][C:15]([CH:18]=O)=[CH:14][CH:13]=1.S([O-])(O)=O.[Na+].O.